Dataset: Full USPTO retrosynthesis dataset with 1.9M reactions from patents (1976-2016). Task: Predict the reactants needed to synthesize the given product. (1) Given the product [NH2:22][C:18]1[C:17]([CH3:25])=[CH:16][CH:15]=[C:14]2[C:19]=1[CH:20]=[CH:21][N:12]([CH2:11][CH2:10][N:2]([CH3:1])[C:3](=[O:9])[O:4][C:5]([CH3:6])([CH3:8])[CH3:7])[C:13]2=[O:26], predict the reactants needed to synthesize it. The reactants are: [CH3:1][N:2]([CH2:10][CH2:11][N:12]1[CH:21]=[CH:20][C:19]2[C:14](=[CH:15][CH:16]=[C:17]([CH3:25])[C:18]=2[N+:22]([O-])=O)[C:13]1=[O:26])[C:3](=[O:9])[O:4][C:5]([CH3:8])([CH3:7])[CH3:6].C(O)C.[Cl-].[NH4+].O. (2) Given the product [C:1]([N:4]1[CH2:5][CH2:6][N:7]([C:10]2[CH:11]=[CH:12][C:13]([NH:16][C:17]3[N:22]=[C:21]([NH:23][CH2:24][CH:25]4[CH2:30][CH2:29][N:28]([C:36](=[O:34])[NH2:37])[CH2:27][CH2:26]4)[C:20]([C:31]([NH2:33])=[O:32])=[CH:19][N:18]=3)=[CH:14][CH:15]=2)[CH2:8][CH2:9]1)(=[O:3])[CH3:2], predict the reactants needed to synthesize it. The reactants are: [C:1]([N:4]1[CH2:9][CH2:8][N:7]([C:10]2[CH:15]=[CH:14][C:13]([NH:16][C:17]3[N:22]=[C:21]([NH:23][CH2:24][CH:25]4[CH2:30][CH2:29][NH:28][CH2:27][CH2:26]4)[C:20]([C:31]([NH2:33])=[O:32])=[CH:19][N:18]=3)=[CH:12][CH:11]=2)[CH2:6][CH2:5]1)(=[O:3])[CH3:2].[O:34]([C:36]#[N:37])[K]. (3) Given the product [CH3:18][O:17][C:15](=[O:16])[C:14]1[CH:19]=[C:20]([C:3]2[O:7][C:6]([CH:8]=[O:9])=[CH:5][CH:4]=2)[CH:21]=[C:22]([CH3:24])[C:13]=1[OH:12], predict the reactants needed to synthesize it. The reactants are: C[Sn](C)(C)[C:3]1[O:7][C:6]([CH:8]=[O:9])=[CH:5][CH:4]=1.[OH:12][C:13]1[CH:22]=[CH:21][C:20](Br)=[CH:19][C:14]=1[C:15]([O:17][CH3:18])=[O:16].[CH3:24]N(C)C=O. (4) The reactants are: Cl[C:2]1[N:7]=[C:6]([C:8]2[C:9]([C:17]3[CH:18]=[CH:19][C:20]([O:32][CH3:33])=[C:21]([NH:23][C:24](=[O:31])[CH2:25][C:26]4[S:27][CH:28]=[CH:29][CH:30]=4)[CH:22]=3)=[N:10][N:11]3[CH:16]=[CH:15][CH:14]=[CH:13][C:12]=23)[CH:5]=[CH:4][N:3]=1.[CH3:34][N:35]([CH3:46])[CH:36]1[CH2:44][C:43]2[C:38](=[CH:39][CH:40]=[C:41]([NH2:45])[CH:42]=2)[CH2:37]1.Cl. Given the product [CH3:34][N:35]([CH3:46])[CH:36]1[CH2:44][C:43]2[C:38](=[CH:39][CH:40]=[C:41]([NH:45][C:2]3[N:7]=[C:6]([C:8]4[C:9]([C:17]5[CH:18]=[CH:19][C:20]([O:32][CH3:33])=[C:21]([NH:23][C:24](=[O:31])[CH2:25][C:26]6[S:27][CH:28]=[CH:29][CH:30]=6)[CH:22]=5)=[N:10][N:11]5[CH:16]=[CH:15][CH:14]=[CH:13][C:12]=45)[CH:5]=[CH:4][N:3]=3)[CH:42]=2)[CH2:37]1, predict the reactants needed to synthesize it. (5) Given the product [ClH:1].[ClH:1].[NH2:24][C:21]1[CH:20]=[CH:19][C:18]([C:17]([NH:16][C:12]2[CH:13]=[CH:14][CH:15]=[C:10](/[C:8](=[N:7]/[N:6]=[C:4]([NH2:5])[NH2:3])/[CH3:9])[CH:11]=2)=[O:27])=[CH:23][CH:22]=1, predict the reactants needed to synthesize it. The reactants are: [ClH:1].Cl.[NH2:3][C:4](=[N:6]/[N:7]=[C:8](/[C:10]1[CH:11]=[C:12]([NH:16][C:17](=[O:27])[C:18]2[CH:23]=[CH:22][C:21]([N+:24]([O-])=O)=[CH:20][CH:19]=2)[CH:13]=[CH:14][CH:15]=1)\[CH3:9])[NH2:5].CCO.Cl. (6) Given the product [C:1]([O:5][C:6]([N:8]1[CH2:12][CH2:11][CH2:10][C@H:9]1[C:13](=[O:15])[NH:49][C:50]1[S:51][CH:52]=[C:53]([C:55]2[CH:56]=[CH:57][C:58]([C:59](=[O:61])[NH:30][CH:29]3[CH2:27][CH2:28]3)=[CH:62][CH:63]=2)[N:54]=1)=[O:7])([CH3:2])([CH3:3])[CH3:4].[C:1]([O:5][C:6]([N:8]1[CH2:12][CH2:11][CH2:10][C@H:9]1[C:13](=[O:14])[NH:49][C:50]1[S:51][CH:52]=[C:53]([C:55]2[CH:56]=[CH:57][C:58]([C:59]([OH:61])=[O:60])=[CH:62][CH:63]=2)[N:54]=1)=[O:7])([CH3:4])([CH3:3])[CH3:2], predict the reactants needed to synthesize it. The reactants are: [C:1]([O:5][C:6]([N:8]1[CH2:12][CH2:11][CH2:10][C@H:9]1[C:13]([OH:15])=[O:14])=[O:7])([CH3:4])([CH3:3])[CH3:2].CN(C(ON1N=NC2[CH:27]=[CH:28][CH:29]=[N:30]C1=2)=[N+](C)C)C.F[P-](F)(F)(F)(F)F.CCN(C(C)C)C(C)C.[NH2:49][C:50]1[S:51][CH:52]=[C:53]([C:55]2[CH:63]=[CH:62][C:58]([C:59]([OH:61])=[O:60])=[CH:57][CH:56]=2)[N:54]=1. (7) Given the product [C:1]([O:5][C:6]([N:8]1[CH2:13][CH2:12][CH:11]([CH2:14][CH2:15][CH2:16][N:17]2[C:25]3[C:20](=[CH:21][C:22]([CH:27]=[O:28])=[C:23]([Cl:26])[CH:24]=3)[CH:19]=[CH:18]2)[CH2:10][CH2:9]1)=[O:7])([CH3:4])([CH3:2])[CH3:3], predict the reactants needed to synthesize it. The reactants are: [C:1]([O:5][C:6]([N:8]1[CH2:13][CH2:12][CH:11]([CH2:14][CH2:15][CH2:16][N:17]2[C:25]3[C:20](=[CH:21][C:22]([CH2:27][OH:28])=[C:23]([Cl:26])[CH:24]=3)[CH:19]=[CH:18]2)[CH2:10][CH2:9]1)=[O:7])([CH3:4])([CH3:3])[CH3:2]. (8) Given the product [C:1]([O:5][C:6]([NH:8][C@@H:9]1[C:18]2[C:13](=[CH:14][C:15]([C:20]([NH:23][C:24]3[CH:29]=[CH:28][N:27]=[CH:26][CH:25]=3)=[O:21])=[C:16]([Cl:19])[CH:17]=2)[S:12][CH2:11][CH2:10]1)=[O:7])([CH3:3])([CH3:2])[CH3:4], predict the reactants needed to synthesize it. The reactants are: [C:1]([O:5][C:6]([NH:8][C@@H:9]1[C:18]2[C:13](=[CH:14][C:15]([C:20](O)=[O:21])=[C:16]([Cl:19])[CH:17]=2)[S:12][CH2:11][CH2:10]1)=[O:7])([CH3:4])([CH3:3])[CH3:2].[NH2:23][C:24]1[CH:29]=[CH:28][N:27]=[CH:26][CH:25]=1.[I-].ClC1C=CC=C[N+]=1C. (9) The reactants are: [Cl:1][C:2]1[C:3]([F:38])=[C:4]([CH:35]=[CH:36][CH:37]=1)[NH:5][C:6]1[C:15]2[C:10](=[CH:11][C:12]([O:33][CH3:34])=[C:13]([O:16][C@H:17]3[CH2:21][N:20]([C:22](OC(C)(C)C)=O)[C@H:19]([C:29]([O:31][CH3:32])=[O:30])[CH2:18]3)[CH:14]=2)[N:9]=[CH:8][N:7]=1.C=O. Given the product [Cl:1][C:2]1[C:3]([F:38])=[C:4]([CH:35]=[CH:36][CH:37]=1)[NH:5][C:6]1[C:15]2[C:10](=[CH:11][C:12]([O:33][CH3:34])=[C:13]([O:16][C@H:17]3[CH2:21][N:20]([CH3:22])[CH:19]([C:29]([O:31][CH3:32])=[O:30])[CH2:18]3)[CH:14]=2)[N:9]=[CH:8][N:7]=1, predict the reactants needed to synthesize it.